This data is from Forward reaction prediction with 1.9M reactions from USPTO patents (1976-2016). The task is: Predict the product of the given reaction. Given the reactants [CH2:1]([NH:8][CH2:9][CH2:10][C:11]1[CH:16]=[CH:15][C:14]([OH:17])=[CH:13][CH:12]=1)[C:2]1[CH:7]=[CH:6][CH:5]=[CH:4][CH:3]=1.Cl[C:19]1[CH:27]=[CH:26][C:22]([C:23]([NH2:25])=[O:24])=[CH:21]N=1.O.[CH3:29]C(N(C)C)=O, predict the reaction product. The product is: [CH2:1]([NH:8][CH2:9][CH2:10][C:11]1[CH:12]=[CH:13][C:14]([O:17][C:19]2[CH:27]=[CH:26][C:22]([C:23]([NH2:25])=[O:24])=[CH:21][CH:29]=2)=[CH:15][CH:16]=1)[C:2]1[CH:3]=[CH:4][CH:5]=[CH:6][CH:7]=1.